Dataset: Retrosynthesis with 50K atom-mapped reactions and 10 reaction types from USPTO. Task: Predict the reactants needed to synthesize the given product. The reactants are: CC(NC(=O)OCC1c2ccccc2-c2ccccc21)C(=O)NC(C)c1ccc(F)cc1-c1cccc2cc(-c3nc(NCCn4ccnn4)ncc3F)sc12. Given the product C[C@@H](N)C(=O)N[C@H](C)c1ccc(F)cc1-c1cccc2cc(-c3nc(NCCn4ccnn4)ncc3F)sc12, predict the reactants needed to synthesize it.